This data is from Forward reaction prediction with 1.9M reactions from USPTO patents (1976-2016). The task is: Predict the product of the given reaction. (1) Given the reactants [CH3:1][C:2]1[CH:11]=[CH:10][C:9]2[C:4](=[CH:5][CH:6]=[CH:7][C:8]=2[C:12]([F:15])([F:14])[F:13])[N:3]=1.[Br:16]N1C(=O)CCC1=O.N(C(C)(C)C#N)=NC(C)(C)C#N, predict the reaction product. The product is: [Br:16][CH2:1][C:2]1[CH:11]=[CH:10][C:9]2[C:4](=[CH:5][CH:6]=[CH:7][C:8]=2[C:12]([F:13])([F:15])[F:14])[N:3]=1. (2) Given the reactants [NH2:1][C:2]1[CH:7]=[CH:6][C:5]([B:8]2[O:16][C:13]([CH3:15])([CH3:14])[C:10]([CH3:12])([CH3:11])[O:9]2)=[CH:4][CH:3]=1.[CH:17]1[C:29]2[CH:28]([CH2:30][O:31][C:32]([NH:34][C@H:35]([CH:44]([CH3:46])[CH3:45])[C:36]([NH:38][CH:39]([CH3:43])[C:40](O)=[O:41])=[O:37])=[O:33])[C:27]3[C:22](=[CH:23][CH:24]=[CH:25][CH:26]=3)[C:21]=2[CH:20]=[CH:19][CH:18]=1.C1CCC(N=C=NC2CCCCC2)CC1, predict the reaction product. The product is: [CH3:45][CH:44]([CH3:46])[C@H:35]([NH:34][C:32](=[O:33])[O:31][CH2:30][CH:28]1[C:27]2[CH:26]=[CH:25][CH:24]=[CH:23][C:22]=2[C:21]2[C:29]1=[CH:17][CH:18]=[CH:19][CH:20]=2)[C:36](=[O:37])[NH:38][C@@H:39]([CH3:43])[C:40](=[O:41])[NH:1][C:2]1[CH:7]=[CH:6][C:5]([B:8]2[O:16][C:13]([CH3:15])([CH3:14])[C:10]([CH3:11])([CH3:12])[O:9]2)=[CH:4][CH:3]=1. (3) The product is: [CH2:28]([S:30]([C:33]1[CH:34]=[C:35]2[C:40](=[CH:41][C:42]=1[O:43][CH3:44])[N:39]=[C:38]([C:45]1[CH:50]=[CH:49][CH:48]=[C:47]([C:51]([F:53])([F:54])[F:52])[CH:46]=1)[C:37]([CH2:55][N:56]1[CH2:61][CH2:60][CH:59]([N:62]3[CH2:66][CH2:65][CH2:64][CH2:63]3)[CH2:58][CH2:57]1)=[C:36]2[C:67]([NH:19][C@H:12]([C:13]1[CH:18]=[CH:17][CH:16]=[CH:15][CH:14]=1)[C:11]([F:20])([F:21])[F:10])=[O:68])(=[O:31])=[O:32])[CH3:29]. Given the reactants C(N(CC)C(C)C)(C)C.[F:10][C:11]([F:21])([F:20])[C@H:12]([NH2:19])[C:13]1[CH:18]=[CH:17][CH:16]=[CH:15][CH:14]=1.CCCP(=O)=O.[CH2:28]([S:30]([C:33]1[CH:34]=[C:35]2[C:40](=[CH:41][C:42]=1[O:43][CH3:44])[N:39]=[C:38]([C:45]1[CH:50]=[CH:49][CH:48]=[C:47]([C:51]([F:54])([F:53])[F:52])[CH:46]=1)[C:37]([CH2:55][N:56]1[CH2:61][CH2:60][CH:59]([N:62]3[CH2:66][CH2:65][CH2:64][CH2:63]3)[CH2:58][CH2:57]1)=[C:36]2[C:67](O)=[O:68])(=[O:32])=[O:31])[CH3:29], predict the reaction product. (4) Given the reactants [H-].[Na+].C(OP([CH2:11][C:12]([O:14][CH2:15][CH3:16])=[O:13])(OCC)=O)C.[CH:17]([C:19]1[C:24]([C:25]([O:27][CH3:28])=[O:26])=[CH:23][N:22]=[C:21]([O:29][CH3:30])[CH:20]=1)=O, predict the reaction product. The product is: [CH2:15]([O:14][C:12](=[O:13])/[CH:11]=[CH:17]/[C:19]1[C:24]([C:25]([O:27][CH3:28])=[O:26])=[CH:23][N:22]=[C:21]([O:29][CH3:30])[CH:20]=1)[CH3:16]. (5) The product is: [F:1][C:2]1[C:3]([NH:10][CH2:11][C:12]2[CH:17]=[C:16]([C:18]3[CH:23]=[CH:22][CH:21]=[C:20]([F:24])[CH:19]=3)[CH:15]=[C:14]([CH3:25])[C:13]=2[F:26])=[C:4]([F:9])[CH:5]=[CH:6][C:7]=1[OH:8]. Given the reactants [F:1][C:2]1[C:7]([OH:8])=[CH:6][CH:5]=[C:4]([F:9])[C:3]=1[NH:10][C:11](=O)[C:12]1[CH:17]=[C:16]([C:18]2[CH:23]=[CH:22][CH:21]=[C:20]([F:24])[CH:19]=2)[CH:15]=[C:14]([CH3:25])[C:13]=1[F:26], predict the reaction product. (6) Given the reactants [N+](C1C=CC=CC=1S(O[C:14]1[CH2:18][CH:17]([C:19](=[O:36])[NH:20][C:21]2[CH:26]=[CH:25][C:24]([Cl:27])=[CH:23][C:22]=2[C:28](=[O:35])[NH:29][CH:30]([CH:32]2[CH2:34][CH2:33]2)[CH3:31])[N:16]([C:37]2[C:42]([Cl:43])=[CH:41][CH:40]=[CH:39][N:38]=2)[N:15]=1)(=O)=O)([O-])=O.[Br-:44].[Na+].S(=O)(=O)(O)O.[OH-].[Na+], predict the reaction product. The product is: [Cl:27][C:24]1[CH:25]=[CH:26][C:21]([NH:20][C:19]([CH:17]2[N:16]([C:37]3[C:42]([Cl:43])=[CH:41][CH:40]=[CH:39][N:38]=3)[N:15]=[C:14]([Br:44])[CH2:18]2)=[O:36])=[C:22]([C:28](=[O:35])[NH:29][CH:30]([CH:32]2[CH2:34][CH2:33]2)[CH3:31])[CH:23]=1. (7) Given the reactants [F:1][C:2]1[CH:10]=[CH:9][C:8]2[C:4](=[CH:5][N:6]([CH3:11])[N:7]=2)[C:3]=1[C@@H:12]1[CH2:14][C@H:13]1[CH2:15][NH2:16].C(N(CC)CC)C.[C:24](OC(=O)C)(=[O:26])[CH3:25], predict the reaction product. The product is: [F:1][C:2]1[CH:10]=[CH:9][C:8]2[C:4](=[CH:5][N:6]([CH3:11])[N:7]=2)[C:3]=1[C@@H:12]1[CH2:14][C@H:13]1[CH2:15][NH:16][C:24](=[O:26])[CH3:25]. (8) Given the reactants [NH2:1][C:2]1[CH:3]=[C:4]2[C:17](=[CH:18][CH:19]=1)[CH2:16][C@@:6]1([C:14]3[C:9](=[N:10][CH:11]=[CH:12][CH:13]=3)[NH:8][C:7]1=[O:15])[CH2:5]2.[C:20]1(Cl)[C:26](=O)C(Cl)=C(Cl)[C:22](=O)[C:21]=1Cl.Cl.C(=O)/C=C/C.[OH-].[Na+], predict the reaction product. The product is: [CH3:22][C:21]1[CH:20]=[CH:26][C:19]2[C:2](=[CH:3][C:4]3[CH2:5][C@:6]4([C:14]5[C:9](=[N:10][CH:11]=[CH:12][CH:13]=5)[NH:8][C:7]4=[O:15])[CH2:16][C:17]=3[CH:18]=2)[N:1]=1. (9) Given the reactants [C:1]([O:5][C:6]([N:8]([CH3:55])[C:9]1[CH:10]=[C:11]([F:54])[CH:12]=[C:13]2[C:17]=1[NH:16][C:15]1[N:18]=[C:19]([O:38][C:39]3[CH:40]=[C:41]([C:52]#[N:53])[CH:42]=[C:43]([O:45][CH2:46][C:47]([O:49][CH2:50][CH3:51])=[O:48])[CH:44]=3)[N:20]=[C:21](OC3C=C(C#N)C=C(OCC(OCC)=O)C=3)[C:14]2=1)=[O:7])([CH3:4])([CH3:3])[CH3:2].[C:56]([O:60][C:61](=[O:68])[NH:62][CH2:63][CH:64]1[CH2:67][NH:66][CH2:65]1)([CH3:59])([CH3:58])[CH3:57], predict the reaction product. The product is: [C:1]([O:5][C:6]([N:8]([CH3:55])[C:9]1[CH:10]=[C:11]([F:54])[CH:12]=[C:13]2[C:17]=1[NH:16][C:15]1[N:18]=[C:19]([O:38][C:39]3[CH:44]=[C:43]([CH:42]=[C:41]([C:52]#[N:53])[CH:40]=3)[O:45][CH2:46][C:47]([O:49][CH2:50][CH3:51])=[O:48])[N:20]=[C:21]([N:66]3[CH2:67][CH:64]([CH2:63][NH:62][C:61]([O:60][C:56]([CH3:59])([CH3:58])[CH3:57])=[O:68])[CH2:65]3)[C:14]2=1)=[O:7])([CH3:2])([CH3:3])[CH3:4]. (10) Given the reactants Br[C:2]1[CH:3]=[CH:4][C:5]2[N:6]([C:8]([C:11]3[CH:18]=[CH:17][C:14]([C:15]#[N:16])=[CH:13][CH:12]=3)=[CH:9][N:10]=2)[CH:7]=1.[CH3:19][N:20]1[CH2:25][CH2:24][N:23]([C:26]([C:28]2[CH:33]=[CH:32][C:31](B3OC(C)(C)C(C)(C)O3)=[CH:30][C:29]=2[C:43]([F:46])([F:45])[F:44])=[O:27])[CH2:22][CH2:21]1.[O-]P([O-])([O-])=O.[K+].[K+].[K+], predict the reaction product. The product is: [CH3:19][N:20]1[CH2:21][CH2:22][N:23]([C:26]([C:28]2[CH:33]=[CH:32][C:31]([C:2]3[CH:3]=[CH:4][C:5]4[N:6]([C:8]([C:11]5[CH:18]=[CH:17][C:14]([C:15]#[N:16])=[CH:13][CH:12]=5)=[CH:9][N:10]=4)[CH:7]=3)=[CH:30][C:29]=2[C:43]([F:46])([F:44])[F:45])=[O:27])[CH2:24][CH2:25]1.